Dataset: Experimentally validated miRNA-target interactions with 360,000+ pairs, plus equal number of negative samples. Task: Binary Classification. Given a miRNA mature sequence and a target amino acid sequence, predict their likelihood of interaction. (1) The miRNA is mmu-miR-7000-3p with sequence CACCCACCUGCCUGUCCUCCAG. The protein sequence of the target gene is MAIRRCWPRVVPGPALGWLLLLLNVLAPGRASPRLLDFPAPVCAQEGLSCRVKNSTCLDDSWIHPKNLTPSSPKNIYINLSVSSTQHGELVPVLHVEWTLQTDASILYLEGAELSVLQLNTNERLCVKFQFLSMLQHHRKRWRFSFSHFVVDPGQEYEVTVHHLPKPIPDGDPNHKSKIIFVPDCEDSKMKMTTSCVSSGSLWDPNITVETLDTQHLRVDFTLWNESTPYQVLLESFSDSENHSCFDVVKQIFAPRQEEFHQRANVTFTLSKFHWCCHHHVQVQPFFSSCLNDCLRHAVT.... Result: 0 (no interaction). (2) The miRNA is hsa-miR-125b-5p with sequence UCCCUGAGACCCUAACUUGUGA. The protein sequence of the target gene is MARCERLRGAALRDVLGRAQGVLFDCDGVLWNGERAVPGAPELLERLARAGKAALFVSNNSRRARPELALRFARLGFGGLRAEQLFSSALCAARLLRQRLPGPPDAPGAVFVLGGEGLRAELRAAGLRLAGDPSAGDGAAPRVRAVLVGYDEHFSFAKLREACAHLRDPECLLVATDRDPWHPLSDGSRTPGTGSLAAAVETASGRQALVVGKPSPYMFECITENFSIDPARTLMVGDRLETDILFGHRCGMTTVLTLTGVSRLEEAQAYLAAGQHDLVPHYYVESIADLTEGLED. Result: 0 (no interaction). (3) The miRNA is hsa-miR-4692 with sequence UCAGGCAGUGUGGGUAUCAGAU. The protein sequence of the target gene is MSLPLNPKPFLNGLTGKPVMVKLKWGMEYKGYLVSVDGYMNMQLANTEEYIDGALSGHLGEVLIRCNNVLYIRGVEEEEEDGEMRE. Result: 0 (no interaction). (4) The miRNA is dre-miR-9-5p with sequence UCUUUGGUUAUCUAGCUGUAUGA. The protein sequence of the target gene is MYRVPEFYARRKRLGGQTPYLMDQLGLRLGMWYWKDETRTLEFRRFAAEDSVQWLLKHHPHFTPAAEVKEKGKKGKAVHFAETDGPASDRLTDKRLAAKDDKSAKAVEKRGQQGTITLDDVKFVTLLLLQDTEMQRICSFTTFMRNKNLDNFLMALLYYLSHYLEKNSLEKKPKSYMVGLVEKKEMELVLSELEAAQRYLAQKYCILVLGLAVPDKHHMCCGKEKISDTQKDWKFFESFYTFCTYVAWIVFRRQHLTEIEEEVGRLFRTNMFNIPRRRREDEESGGEKKRMTFVQFRRMM.... Result: 0 (no interaction). (5) The miRNA is hsa-miR-6516-5p with sequence UUUGCAGUAACAGGUGUGAGCA. The protein sequence of the target gene is MTLTKGSFTYSSGEEYRGEWKEGRRHGFGQLMFADGGTYLGHFENGLFNGFGVLTFSDGSRYEGEFAQGKFNGVGVFIRYDNMTFEGEFKNGRVDGFGLLTFPDGSHGIPRNEGLFENNKLLRREKCSAIVQRAQSASKSARNLTA. Result: 1 (interaction). (6) The miRNA is hsa-miR-30a-5p with sequence UGUAAACAUCCUCGACUGGAAG. The protein sequence of the target gene is MASDEGKLFVGGLSFDTNEQSLEQVFSKYGQISEVVVVKDRETQRSRGFGFVTFENIDDAKDAMMAMNGKSVDGRQIRVDQAGKSSDNRSRGYRGGSAGGRGFFRGGRGRGRGFSRGGGDRGYGGNRFESRSGGYGGSRDYYSSRSQSGGYSDRSSGGSYRDSYDSYATHNE. Result: 1 (interaction). (7) The miRNA is mmu-miR-1894-3p with sequence GCAAGGGAGAGGGUGAAGGGAG. The protein sequence of the target gene is MAGLTAVVPQPGVLLILLLNLLHPAQPGGVPGAVPGGLPGGVPGGVYYPGAGIGGLGGGGGALGPGGKPPKPGAGLLGTFGAGPGGLGGAGPGAGLGAFPAGTFPGAGALVPGGAAGAAAAYKAAAKAGAGLGGVGGVPGGVGVGGVPGGVGVGGVPGGVGVGGVPGGVGGIGGIGGLGVSTGAVVPQVGAGIGAGGKPGKVPGVGLPGVYPGGVLPGTGARFPGVGVLPGVPTGTGVKAKAPGGGGAFAGIPGVGPFGGQQPGVPLGYPIKAPKLPGGYGLPYTNGKLPYGVAGAGGKA.... Result: 0 (no interaction). (8) The miRNA is hsa-miR-4774-3p with sequence AUUGCCUAACAUGUGCCAGAA. The protein sequence of the target gene is MAEEAAPSESRAAGRLSLELCAEALPGRREEVGHEDTASHRRPRADPRRWASGLLLLLWLLEAPLLLGVRAQAAGQVSGPGQQAPPPPQPQQSGQQYNGERGISIPDHGYCQPISIPLCTDIAYNQTIMPNLLGHTNQEDAGLEVHQFYPLVKVQCSAELKFFLCSMYAPVCTVLEQALPPCRSLCERARQGCEALMNKFGFQWPDTLKCEKFPVHGAGELCVGQNTSDKGTPTPSLLPEFWTSNPQHGGGGYRGGYPGGAGTVERGKFSCPRALRVPSYLNYHFLGEKDCGAPCEPTKV.... Result: 0 (no interaction). (9) The miRNA is mmu-miR-501-3p with sequence AAUGCACCCGGGCAAGGAUUUG. The protein sequence of the target gene is MQAQAPVVVVTQPGVGPGPAPQNSNWQTGMCDCFSDCGVCLCGTFCFPCLGCQVAADMNECCLCGTSVAMRTLYRTRYGIPGSICDDYMATLCCPHCTLCQIKRDINRRRAMRTF. Result: 0 (no interaction).